Dataset: Forward reaction prediction with 1.9M reactions from USPTO patents (1976-2016). Task: Predict the product of the given reaction. (1) Given the reactants Br[C:2]1[CH:8]=[CH:7][C:5]([NH2:6])=[CH:4][CH:3]=1.[CH3:9][O:10][C:11]1[CH:12]=[C:13](B(O)O)[CH:14]=[CH:15][CH:16]=1, predict the reaction product. The product is: [CH3:9][O:10][C:11]1[CH:16]=[C:15]([C:2]2[CH:8]=[CH:7][C:5]([NH2:6])=[CH:4][CH:3]=2)[CH:14]=[CH:13][CH:12]=1. (2) Given the reactants [F:1][C:2]1[CH:3]=[C:4]([OH:9])[CH:5]=[CH:6][C:7]=1[CH3:8].[Br:10]Br, predict the reaction product. The product is: [Br:10][C:3]1[C:2]([F:1])=[C:7]([CH3:8])[CH:6]=[CH:5][C:4]=1[OH:9]. (3) Given the reactants [CH3:1][N:2]1[C:6]([C:7]2[CH:8]=[C:9]([CH:24]=[CH:25][CH:26]=2)[CH2:10][NH:11][C:12](=[O:23])[C@@H:13]([NH:15]C(=O)OC(C)(C)C)[CH3:14])=[C:5]([C:27]2[O:28][C:29]([C:32]3[CH:37]=[CH:36][CH:35]=[CH:34][CH:33]=3)=[N:30][N:31]=2)[CH:4]=[N:3]1.FC(F)(F)C(O)=O, predict the reaction product. The product is: [CH3:1][N:2]1[C:6]([C:7]2[CH:8]=[C:9]([CH:24]=[CH:25][CH:26]=2)[CH2:10][NH:11][C:12](=[O:23])[C@@H:13]([NH2:15])[CH3:14])=[C:5]([C:27]2[O:28][C:29]([C:32]3[CH:37]=[CH:36][CH:35]=[CH:34][CH:33]=3)=[N:30][N:31]=2)[CH:4]=[N:3]1. (4) Given the reactants [F:1][C:2]([F:43])([F:42])[C:3]([NH:5][C:6]1([C:11]2[CH:16]=[CH:15][C:14]([C:17]3[C:26]([C:27]4[CH:32]=[CH:31][CH:30]=[CH:29][CH:28]=4)=[CH:25][C:24]4[C:23]5=[N:33][N:34]=[C:35]([C:36]6[N:41]=[CH:40][CH:39]=[CH:38][N:37]=6)[N:22]5[CH:21]=[CH:20][C:19]=4[N:18]=3)=[CH:13][CH:12]=2)[CH2:9][CH:8]([OH:10])[CH2:7]1)=[O:4].IC.[C:46]([O-])([O-])=O.[K+].[K+], predict the reaction product. The product is: [F:43][C:2]([F:42])([F:1])[C:3]([N:5]([C:6]1([C:11]2[CH:12]=[CH:13][C:14]([C:17]3[C:26]([C:27]4[CH:28]=[CH:29][CH:30]=[CH:31][CH:32]=4)=[CH:25][C:24]4[C:23]5=[N:33][N:34]=[C:35]([C:36]6[N:41]=[CH:40][CH:39]=[CH:38][N:37]=6)[N:22]5[CH:21]=[CH:20][C:19]=4[N:18]=3)=[CH:15][CH:16]=2)[CH2:9][CH:8]([OH:10])[CH2:7]1)[CH3:46])=[O:4].